Dataset: Experimentally validated miRNA-target interactions with 360,000+ pairs, plus equal number of negative samples. Task: Binary Classification. Given a miRNA mature sequence and a target amino acid sequence, predict their likelihood of interaction. (1) The miRNA is mmu-miR-653-5p with sequence GUGUUGAAACAAUCUCUACUG. The protein sequence of the target gene is MPPGTKRLRALGAFSAGLPTRLPEIMLVGSQSFSPGGPNGIIRSQSFAGFSGLQERRSRCNSFIENASALKKPQAKLKKMHNLGHKNNNTPKEPQPKRVEEVYRALKNGLDEYLEFHQTELDKLTAQLKDMKRNSRLGVLYDLDKQIKTIERYMRRLEFHISKVDELYEAYCIQRRLQDGASKMKQAFATSPASKAARESLSEINRSYKEYTENMCAIEAELESLLGEFSIKMKGLAGFARLCPGDQYEIFMKYGRQRWKLKGKIEVNGKQSWDGAETVFLPLIVGFISIKVTELKGLAT.... Result: 0 (no interaction). (2) The miRNA is hsa-miR-450b-3p with sequence UUGGGAUCAUUUUGCAUCCAUA. The protein sequence of the target gene is MAVDIQYSYSSMAPSLRRERFTFKISPKLSKPLRPCIQLGSKDEASGMVAPAVQEKKVKKRVSFADNQGLALTMVKVFSEFDDPLDIPFNITELLDNIVSLTTAESESFVLDFPQPSADYLDFRNRLQTNHVCLENCVLKDKAIAGTVKVQNLAFEKVVKIRMTFDTWKSFTDFPCQYVKDTYAGSDRDTFSFDISLPEKIQSYERMEFAVCYECNGQAYWDSNKGKNYRITRAELRSSPGKIEPYNGPDFGISFDQFGSPRCSFGLFPEWPSYLGYEKLGPYY. Result: 0 (no interaction).